From a dataset of NCI-60 drug combinations with 297,098 pairs across 59 cell lines. Regression. Given two drug SMILES strings and cell line genomic features, predict the synergy score measuring deviation from expected non-interaction effect. (1) Drug 1: CCC1(CC2CC(C3=C(CCN(C2)C1)C4=CC=CC=C4N3)(C5=C(C=C6C(=C5)C78CCN9C7C(C=CC9)(C(C(C8N6C=O)(C(=O)OC)O)OC(=O)C)CC)OC)C(=O)OC)O.OS(=O)(=O)O. Drug 2: C1=NC2=C(N1)C(=S)N=CN2. Cell line: KM12. Synergy scores: CSS=56.5, Synergy_ZIP=-5.72, Synergy_Bliss=-4.23, Synergy_Loewe=-8.81, Synergy_HSA=-1.42. (2) Drug 1: C1CN1P(=S)(N2CC2)N3CC3. Drug 2: CN(C(=O)NC(C=O)C(C(C(CO)O)O)O)N=O. Cell line: KM12. Synergy scores: CSS=6.88, Synergy_ZIP=-4.65, Synergy_Bliss=-2.16, Synergy_Loewe=-10.9, Synergy_HSA=-2.55. (3) Drug 1: COC1=C(C=C2C(=C1)N=CN=C2NC3=CC(=C(C=C3)F)Cl)OCCCN4CCOCC4. Drug 2: CS(=O)(=O)CCNCC1=CC=C(O1)C2=CC3=C(C=C2)N=CN=C3NC4=CC(=C(C=C4)OCC5=CC(=CC=C5)F)Cl. Cell line: BT-549. Synergy scores: CSS=23.8, Synergy_ZIP=-3.41, Synergy_Bliss=1.81, Synergy_Loewe=-1.17, Synergy_HSA=0.386. (4) Drug 1: COC1=CC(=CC(=C1O)OC)C2C3C(COC3=O)C(C4=CC5=C(C=C24)OCO5)OC6C(C(C7C(O6)COC(O7)C8=CC=CS8)O)O. Drug 2: CC1CCC2CC(C(=CC=CC=CC(CC(C(=O)C(C(C(=CC(C(=O)CC(OC(=O)C3CCCCN3C(=O)C(=O)C1(O2)O)C(C)CC4CCC(C(C4)OC)O)C)C)O)OC)C)C)C)OC. Cell line: SK-MEL-2. Synergy scores: CSS=52.1, Synergy_ZIP=-0.137, Synergy_Bliss=-0.825, Synergy_Loewe=4.06, Synergy_HSA=5.21.